From a dataset of Forward reaction prediction with 1.9M reactions from USPTO patents (1976-2016). Predict the product of the given reaction. (1) Given the reactants [C:1]([NH:4][C:5]([C:8]1[CH:17]=[CH:16][C:11]([C:12](OC)=[O:13])=[CH:10][CH:9]=1)([CH3:7])[CH3:6])(=[O:3])[CH3:2].[BH4-].[Li+].O, predict the reaction product. The product is: [OH:13][CH2:12][C:11]1[CH:10]=[CH:9][C:8]([C:5]([NH:4][C:1](=[O:3])[CH3:2])([CH3:7])[CH3:6])=[CH:17][CH:16]=1. (2) Given the reactants Cl[C:2]1[N:7]=[C:6]([N:8]2[CH2:13][CH2:12][N:11]([C:14]([O:16][C:17]([CH3:20])([CH3:19])[CH3:18])=[O:15])[CH2:10][CH2:9]2)[CH:5]=[N:4][CH:3]=1.[F:21][C:22]1[CH:27]=[C:26]([F:28])[CH:25]=[CH:24][C:23]=1OB(O)O.C(=O)([O-])[O-].[Na+].[Na+].C1(C)C=CC=CC=1, predict the reaction product. The product is: [F:21][C:22]1[CH:27]=[C:26]([F:28])[CH:25]=[CH:24][C:23]=1[C:2]1[N:7]=[C:6]([N:8]2[CH2:13][CH2:12][N:11]([C:14]([O:16][C:17]([CH3:20])([CH3:19])[CH3:18])=[O:15])[CH2:10][CH2:9]2)[CH:5]=[N:4][CH:3]=1.